Predict the reactants needed to synthesize the given product. From a dataset of Full USPTO retrosynthesis dataset with 1.9M reactions from patents (1976-2016). (1) Given the product [Cl:10][C:11]1[CH:16]=[CH:15][C:14]([CH3:17])=[CH:13][C:12]=1[O:1][C@@H:2]([CH:7]([CH3:9])[CH3:8])[C:3]([O:5][CH3:6])=[O:4], predict the reactants needed to synthesize it. The reactants are: [OH:1][C@H:2]([CH:7]([CH3:9])[CH3:8])[C:3]([O:5][CH3:6])=[O:4].[Cl:10][C:11]1[CH:16]=[CH:15][C:14]([CH3:17])=[CH:13][C:12]=1O. (2) Given the product [CH2:1]([O:3][C:4]([C:6]1[C:16]([CH2:17][CH2:18][CH:19]([OH:26])[C:20]2[CH:21]=[CH:22][CH:23]=[CH:24][CH:25]=2)=[C:15]([OH:27])[C:9]2[N:10]=[C:11]([CH3:14])[N:12]([CH3:13])[C:8]=2[CH:7]=1)=[O:5])[CH3:2], predict the reactants needed to synthesize it. The reactants are: [CH2:1]([O:3][C:4]([C:6]1[C:16]([CH2:17][CH2:18][C:19](=[O:26])[C:20]2[CH:25]=[CH:24][CH:23]=[CH:22][CH:21]=2)=[C:15]([OH:27])[C:9]2[N:10]=[C:11]([CH3:14])[N:12]([CH3:13])[C:8]=2[CH:7]=1)=[O:5])[CH3:2].[BH4-].[Na+].[Cl-].[NH4+].O. (3) Given the product [CH3:18][C:19]1[O:23][C:22]([C:2]2[N:7]=[C:6]([NH2:8])[N:5]=[C:4]([NH2:9])[C:3]=2[N+:10]([O-:12])=[O:11])=[CH:21][CH:20]=1, predict the reactants needed to synthesize it. The reactants are: Cl[C:2]1[N:7]=[C:6]([NH2:8])[N:5]=[C:4]([NH2:9])[C:3]=1[N+:10]([O-:12])=[O:11].C([O-])(O)=O.[Na+].[CH3:18][C:19]1[O:23][C:22](B(O)O)=[CH:21][CH:20]=1.